Dataset: Reaction yield outcomes from USPTO patents with 853,638 reactions. Task: Predict the reaction yield, written as a fraction of the theoretical maximum amount of product (1.0 means a 100% yield; for example, 0.34 means a 34% yield). The reactants are Cl[C:2]1[CH:7]=[CH:6][N:5]=[C:4]([C:8]([OH:10])=[O:9])[CH:3]=1.[NH2:11][CH2:12][CH:13]1[CH2:18][CH2:17][N:16]([C:19]([O:21][CH2:22][C:23]2[CH:28]=[CH:27][CH:26]=[CH:25][CH:24]=2)=[O:20])[CH2:15][CH2:14]1. The catalyst is CS(C)=O.C(=O)(O)[O-].[Na+]. The product is [CH2:22]([O:21][C:19]([N:16]1[CH2:17][CH2:18][CH:13]([CH2:12][NH:11][C:2]2[CH:7]=[CH:6][N:5]=[C:4]([C:8]([OH:10])=[O:9])[CH:3]=2)[CH2:14][CH2:15]1)=[O:20])[C:23]1[CH:28]=[CH:27][CH:26]=[CH:25][CH:24]=1. The yield is 0.320.